This data is from Full USPTO retrosynthesis dataset with 1.9M reactions from patents (1976-2016). The task is: Predict the reactants needed to synthesize the given product. (1) Given the product [Cl:1][C:2]1[CH:3]=[CH:4][C:5]([C:8]2[S:16][C:15]3[C:14](=[O:17])[N:13]([C:18]4[CH:23]=[CH:22][C:21]([O:24][CH2:39][C@@H:38]([NH:40][C:41](=[O:42])[O:43][C:44]([CH3:45])([CH3:47])[CH3:46])[CH3:37])=[C:20]([O:25][CH3:26])[CH:19]=4)[CH:12]=[N:11][C:10]=3[CH:9]=2)=[CH:6][CH:7]=1, predict the reactants needed to synthesize it. The reactants are: [Cl:1][C:2]1[CH:7]=[CH:6][C:5]([C:8]2[S:16][C:15]3[C:14](=[O:17])[N:13]([C:18]4[CH:23]=[CH:22][C:21]([OH:24])=[C:20]([O:25][CH3:26])[CH:19]=4)[CH:12]=[N:11][C:10]=3[CH:9]=2)=[CH:4][CH:3]=1.C1(C)C(S(O[CH2:37][C@@H:38]([NH:40][C:41]([O:43][C:44]([CH3:47])([CH3:46])[CH3:45])=[O:42])[CH3:39])(=O)=O)=CC=CC=1.C(=O)([O-])[O-].[Cs+].[Cs+].O.C(O)C. (2) The reactants are: [CH3:1][O:2][C:3](=[O:12])[C:4]1[CH:9]=[CH:8][C:7]([CH:10]=O)=[CH:6][CH:5]=1.[F:13][C:14]([F:26])([F:25])[O:15][C:16]1[CH:21]=[CH:20][C:19]([CH2:22][C:23]#[N:24])=[CH:18][CH:17]=1.C(=O)([O-])[O-].[K+].[K+]. Given the product [CH3:1][O:2][C:3](=[O:12])[C:4]1[CH:9]=[CH:8][C:7]([CH:10]=[C:22]([C:23]#[N:24])[C:19]2[CH:20]=[CH:21][C:16]([O:15][C:14]([F:13])([F:25])[F:26])=[CH:17][CH:18]=2)=[CH:6][CH:5]=1, predict the reactants needed to synthesize it. (3) Given the product [Cl:27][C:28]1[CH:51]=[C:50]([Cl:52])[CH:49]=[CH:48][C:29]=1[CH2:30][O:31][C:32]1[CH:47]=[CH:46][C:35]2[C:36]([O:42][CH2:43][O:44][CH3:45])=[C:37]([C:39]([NH:5][CH2:4][CH2:3][O:2][CH3:1])=[O:40])[S:38][C:34]=2[CH:33]=1, predict the reactants needed to synthesize it. The reactants are: [CH3:1][O:2][CH2:3][CH2:4][NH2:5].CCN=C=NCCCN(C)C.C1C=CC2N(O)N=NC=2C=1.[Cl:27][C:28]1[CH:51]=[C:50]([Cl:52])[CH:49]=[CH:48][C:29]=1[CH2:30][O:31][C:32]1[CH:47]=[CH:46][C:35]2[C:36]([O:42][CH2:43][O:44][CH3:45])=[C:37]([C:39](O)=[O:40])[S:38][C:34]=2[CH:33]=1. (4) Given the product [CH2:36]([N:33]([CH2:34][CH3:35])[C:31](=[O:32])[CH2:30][O:29][C:24]1[CH:25]=[CH:26][CH:27]=[C:28]2[C:23]=1[NH:22][CH:21]=[C:20]2[CH2:19][C@H:18]([NH:17][CH2:16][C@H:15]([OH:39])[C:12]1[CH:13]=[CH:14][C:9]([OH:8])=[CH:10][CH:11]=1)[CH3:38])[CH3:37], predict the reactants needed to synthesize it. The reactants are: [Si]([O:8][C:9]1[CH:14]=[CH:13][C:12]([C@@H:15]([O:39][Si](CC)(CC)CC)[CH2:16][NH:17][C@H:18]([CH3:38])[CH2:19][C:20]2[C:28]3[C:23](=[C:24]([O:29][CH2:30][C:31]([N:33]([CH2:36][CH3:37])[CH2:34][CH3:35])=[O:32])[CH:25]=[CH:26][CH:27]=3)[NH:22][CH:21]=2)=[CH:11][CH:10]=1)(C(C)(C)C)(C)C.CCCC[N+](CCCC)(CCCC)CCCC.[F-]. (5) Given the product [O:1]=[C:2]1[N:7]([C:8]2[CH:13]=[CH:12][C:11]([O:14][CH2:15][C:16]([F:17])([F:18])[F:19])=[CH:10][CH:9]=2)[C:6]([S:20][CH2:21][CH2:22][CH2:23][C:24]([NH:26][CH2:27][CH2:28][C:29]([OH:31])=[O:30])=[O:25])=[N:5][C:4]2[CH:34]=[CH:35][NH:36][C:3]1=2, predict the reactants needed to synthesize it. The reactants are: [O:1]=[C:2]1[N:7]([C:8]2[CH:13]=[CH:12][C:11]([O:14][CH2:15][C:16]([F:19])([F:18])[F:17])=[CH:10][CH:9]=2)[C:6]([S:20][CH2:21][CH2:22][CH2:23][C:24]([NH:26][CH2:27][CH2:28][C:29]([O:31]CC)=[O:30])=[O:25])=[N:5][C:4]2[CH:34]=[CH:35][NH:36][C:3]1=2.O1CCCC1.[OH-].[Na+].Cl. (6) Given the product [C:25]([N:21]1[CH2:22][CH2:23][CH2:24][C@@H:19]([NH:18][C:3]2[C:2]([F:1])=[CH:7][N:6]=[C:5]([NH:8][C:9]3[CH:10]=[C:11]4[C:15](=[CH:16][CH:17]=3)[CH2:14][N:13]([CH2:29][CH:31]3[CH2:36][CH2:35][N:34]([C:37]([O:39][C:40]([CH3:41])([CH3:43])[CH3:42])=[O:38])[CH2:33][CH2:32]3)[CH2:12]4)[N:4]=2)[CH2:20]1)(=[O:28])[CH:26]=[CH2:27], predict the reactants needed to synthesize it. The reactants are: [F:1][C:2]1[C:3]([NH:18][C@@H:19]2[CH2:24][CH2:23][CH2:22][N:21]([C:25](=[O:28])[CH:26]=[CH2:27])[CH2:20]2)=[N:4][C:5]([NH:8][C:9]2[CH:10]=[C:11]3[C:15](=[CH:16][CH:17]=2)[CH2:14][NH:13][CH2:12]3)=[N:6][CH:7]=1.[CH:29]([CH:31]1[CH2:36][CH2:35][N:34]([C:37]([O:39][C:40]([CH3:43])([CH3:42])[CH3:41])=[O:38])[CH2:33][CH2:32]1)=O.[BH3-]C#N.[Na+].